Task: Predict the product of the given reaction.. Dataset: Forward reaction prediction with 1.9M reactions from USPTO patents (1976-2016) (1) Given the reactants O=S(Cl)[Cl:3].[Cl:5][C:6]1[CH:7]=[N:8][CH:9]=[C:10]([Cl:14])[C:11]=1[CH2:12]O.C([O-])([O-])=O.[Na+].[Na+], predict the reaction product. The product is: [Cl:5][C:6]1[CH:7]=[N:8][CH:9]=[C:10]([Cl:14])[C:11]=1[CH2:12][Cl:3]. (2) Given the reactants [H-].[Na+].[CH3:3][CH:4]([OH:6])[CH3:5].[Br:7][C:8]1[CH:13]=[C:12](F)[CH:11]=[C:10]([Br:15])[CH:9]=1.C([O-])(O)=O.[Na+], predict the reaction product. The product is: [Br:7][C:8]1[CH:13]=[C:12]([O:6][CH:4]([CH3:5])[CH3:3])[CH:11]=[C:10]([Br:15])[CH:9]=1. (3) Given the reactants C(O[BH-](OC(=O)C)OC(=O)C)(=O)C.[Na+].FC(F)(F)C(O)=O.FC(F)(F)C(O)=O.[F:29][C:30]1[CH:31]=[C:32]([NH:36][C:37](=[O:62])[CH2:38][N:39]2[CH:43]=[C:42]([NH:44][C:45]3[C:54]4[C:49](=[CH:50][C:51]([O:55][CH2:56][C@@H:57]5[CH2:61][CH2:60][CH2:59][NH:58]5)=[CH:52][CH:53]=4)[N:48]=[CH:47][N:46]=3)[CH:41]=[N:40]2)[CH:33]=[CH:34][CH:35]=1.[Si:63]([O:70][CH2:71][CH:72]=O)([C:66]([CH3:69])([CH3:68])[CH3:67])([CH3:65])[CH3:64].[OH-].[Na+], predict the reaction product. The product is: [Si:63]([O:70][CH2:71][CH2:72][N:58]1[CH2:59][CH2:60][CH2:61][C@H:57]1[CH2:56][O:55][C:51]1[CH:50]=[C:49]2[C:54]([C:45]([NH:44][C:42]3[CH:41]=[N:40][N:39]([CH2:38][C:37]([NH:36][C:32]4[CH:33]=[CH:34][CH:35]=[C:30]([F:29])[CH:31]=4)=[O:62])[CH:43]=3)=[N:46][CH:47]=[N:48]2)=[CH:53][CH:52]=1)([C:66]([CH3:69])([CH3:68])[CH3:67])([CH3:65])[CH3:64]. (4) Given the reactants [F:1][C:2]1[CH:7]=[C:6]([I:8])[CH:5]=[CH:4][C:3]=1[CH3:9].[Br:10]N1C(=O)CCC1=O.C(OOC(=O)C1C=CC=CC=1)(=O)C1C=CC=CC=1, predict the reaction product. The product is: [Br:10][CH2:9][C:3]1[CH:4]=[CH:5][C:6]([I:8])=[CH:7][C:2]=1[F:1]. (5) The product is: [N:1]1[CH:2]=[C:3]([CH:10]2[CH2:15][CH2:14][N:13]([C:16]([O:18][C:19]([CH3:22])([CH3:21])[CH3:20])=[O:17])[CH2:12][CH2:11]2)[N:4]2[CH2:9][CH2:8][CH2:7][CH2:6][C:5]=12. Given the reactants [N:1]1[CH:2]=[C:3]([CH:10]2[CH2:15][CH2:14][N:13]([C:16]([O:18][C:19]([CH3:22])([CH3:21])[CH3:20])=[O:17])[CH2:12][CH2:11]2)[N:4]2[CH:9]=[CH:8][CH:7]=[CH:6][C:5]=12, predict the reaction product. (6) Given the reactants [CH2:1]([O:19][CH2:20][CH:21]=[O:22])[CH2:2][CH2:3][CH2:4][CH2:5][CH2:6][CH2:7][CH2:8][CH2:9][CH2:10][CH2:11][CH2:12][CH2:13][CH2:14][CH2:15][CH2:16][CH2:17][CH3:18].[CH2:23]([Mg]Br)[CH2:24][CH2:25][CH2:26][CH2:27][CH2:28][CH2:29][CH2:30]/[CH:31]=[CH:32]\[CH2:33]/[CH:34]=[CH:35]\[CH2:36][CH2:37][CH2:38][CH2:39][CH3:40], predict the reaction product. The product is: [CH2:1]([O:19][CH2:20][CH:21]([OH:22])[CH2:23][CH2:24][CH2:25][CH2:26][CH2:27][CH2:28][CH2:29][CH2:30]/[CH:31]=[CH:32]\[CH2:33]/[CH:34]=[CH:35]\[CH2:36][CH2:37][CH2:38][CH2:39][CH3:40])[CH2:2][CH2:3][CH2:4][CH2:5][CH2:6][CH2:7][CH2:8][CH2:9][CH2:10][CH2:11][CH2:12][CH2:13][CH2:14][CH2:15][CH2:16][CH2:17][CH3:18].